Dataset: Reaction yield outcomes from USPTO patents with 853,638 reactions. Task: Predict the reaction yield, written as a fraction of the theoretical maximum amount of product (1.0 means a 100% yield; for example, 0.34 means a 34% yield). (1) The reactants are OC1C=C(N[C:9]2[N:14]=[C:13]([NH:15][C:16]3[CH:21]=[CH:20][CH:19]=[C:18]([OH:22])[CH:17]=3)[C:12]([F:23])=[CH:11][N:10]=2)C=CC=1.[OH:24][C:25]1[C:26]([CH3:32])=[C:27]([CH:29]=[CH:30][CH:31]=1)[NH2:28].Cl[C:34]1N=C(Cl)C(F)=CN=1. No catalyst specified. The product is [OH:24][C:25]1[C:26]([CH3:32])=[C:27]([NH:28][C:9]2[N:14]=[C:13]([NH:15][C:16]3[CH:21]=[CH:20][CH:19]=[C:18]([OH:22])[C:17]=3[CH3:34])[C:12]([F:23])=[CH:11][N:10]=2)[CH:29]=[CH:30][CH:31]=1. The yield is 0.880. (2) The reactants are CN(CCN(C)C)C.[Li]CCCC.[C:14]1([C:20]2[CH:25]=[CH:24][CH:23]=[CH:22][C:21]=2[O:26][CH3:27])[CH:19]=[CH:18][CH:17]=[CH:16][CH:15]=1.CN([CH:31]=[O:32])C. The catalyst is C1COCC1. The product is [CH3:27][O:26][C:21]1[C:22]([CH:31]=[O:32])=[CH:23][CH:24]=[CH:25][C:20]=1[C:14]1[CH:15]=[CH:16][CH:17]=[CH:18][CH:19]=1. The yield is 0.820. (3) The yield is 0.700. The reactants are [Cl:1][C:2]1[CH:7]=[CH:6][C:5]([OH:8])=[CH:4][CH:3]=1.C(=O)([O-])[O-].[K+].[K+].Cl[CH2:16][C:17]([O:19][CH2:20][CH3:21])=[O:18]. The catalyst is CN(C=O)C. The product is [Cl:1][C:2]1[CH:7]=[CH:6][C:5]([O:8][CH2:16][C:17]([O:19][CH2:20][CH3:21])=[O:18])=[CH:4][CH:3]=1.